From a dataset of NCI-60 drug combinations with 297,098 pairs across 59 cell lines. Regression. Given two drug SMILES strings and cell line genomic features, predict the synergy score measuring deviation from expected non-interaction effect. (1) Drug 2: CC1C(C(CC(O1)OC2CC(CC3=C2C(=C4C(=C3O)C(=O)C5=C(C4=O)C(=CC=C5)OC)O)(C(=O)CO)O)N)O.Cl. Cell line: HCT116. Drug 1: C1=CC(=CC=C1CCC2=CNC3=C2C(=O)NC(=N3)N)C(=O)NC(CCC(=O)O)C(=O)O. Synergy scores: CSS=47.3, Synergy_ZIP=-9.34, Synergy_Bliss=-18.6, Synergy_Loewe=13.0, Synergy_HSA=-8.64. (2) Drug 1: CC1C(C(=O)NC(C(=O)N2CCCC2C(=O)N(CC(=O)N(C(C(=O)O1)C(C)C)C)C)C(C)C)NC(=O)C3=C4C(=C(C=C3)C)OC5=C(C(=O)C(=C(C5=N4)C(=O)NC6C(OC(=O)C(N(C(=O)CN(C(=O)C7CCCN7C(=O)C(NC6=O)C(C)C)C)C)C(C)C)C)N)C. Drug 2: C(=O)(N)NO. Cell line: T-47D. Synergy scores: CSS=-6.26, Synergy_ZIP=1.65, Synergy_Bliss=-0.105, Synergy_Loewe=-6.93, Synergy_HSA=-4.84. (3) Drug 1: CS(=O)(=O)CCNCC1=CC=C(O1)C2=CC3=C(C=C2)N=CN=C3NC4=CC(=C(C=C4)OCC5=CC(=CC=C5)F)Cl. Drug 2: CNC(=O)C1=NC=CC(=C1)OC2=CC=C(C=C2)NC(=O)NC3=CC(=C(C=C3)Cl)C(F)(F)F. Cell line: OVCAR3. Synergy scores: CSS=38.0, Synergy_ZIP=3.01, Synergy_Bliss=4.45, Synergy_Loewe=-4.48, Synergy_HSA=-1.40. (4) Drug 1: C1=C(C(=O)NC(=O)N1)N(CCCl)CCCl. Drug 2: C1CN(P(=O)(OC1)NCCCl)CCCl. Cell line: K-562. Synergy scores: CSS=23.8, Synergy_ZIP=-8.13, Synergy_Bliss=-5.95, Synergy_Loewe=-27.1, Synergy_HSA=-7.45. (5) Drug 2: CC1=C2C(C(=O)C3(C(CC4C(C3C(C(C2(C)C)(CC1OC(=O)C(C(C5=CC=CC=C5)NC(=O)OC(C)(C)C)O)O)OC(=O)C6=CC=CC=C6)(CO4)OC(=O)C)O)C)O. Drug 1: C1CN1P(=S)(N2CC2)N3CC3. Synergy scores: CSS=13.9, Synergy_ZIP=-3.82, Synergy_Bliss=-0.550, Synergy_Loewe=-2.02, Synergy_HSA=-1.48. Cell line: SNB-19. (6) Drug 1: CC12CCC3C(C1CCC2=O)CC(=C)C4=CC(=O)C=CC34C. Drug 2: C1=NC2=C(N=C(N=C2N1C3C(C(C(O3)CO)O)F)Cl)N. Cell line: MCF7. Synergy scores: CSS=24.8, Synergy_ZIP=-6.54, Synergy_Bliss=0.578, Synergy_Loewe=-6.36, Synergy_HSA=0.908. (7) Drug 1: CNC(=O)C1=CC=CC=C1SC2=CC3=C(C=C2)C(=NN3)C=CC4=CC=CC=N4. Drug 2: CCC1(CC2CC(C3=C(CCN(C2)C1)C4=CC=CC=C4N3)(C5=C(C=C6C(=C5)C78CCN9C7C(C=CC9)(C(C(C8N6C)(C(=O)OC)O)OC(=O)C)CC)OC)C(=O)OC)O.OS(=O)(=O)O. Cell line: SNB-19. Synergy scores: CSS=36.5, Synergy_ZIP=2.05, Synergy_Bliss=4.05, Synergy_Loewe=-24.8, Synergy_HSA=4.73. (8) Drug 1: CC1CCC2CC(C(=CC=CC=CC(CC(C(=O)C(C(C(=CC(C(=O)CC(OC(=O)C3CCCCN3C(=O)C(=O)C1(O2)O)C(C)CC4CCC(C(C4)OC)OCCO)C)C)O)OC)C)C)C)OC. Drug 2: C1C(C(OC1N2C=NC3=C2NC=NCC3O)CO)O. Cell line: RPMI-8226. Synergy scores: CSS=25.6, Synergy_ZIP=10.0, Synergy_Bliss=11.8, Synergy_Loewe=-12.2, Synergy_HSA=7.55.